Dataset: Reaction yield outcomes from USPTO patents with 853,638 reactions. Task: Predict the reaction yield, written as a fraction of the theoretical maximum amount of product (1.0 means a 100% yield; for example, 0.34 means a 34% yield). (1) The catalyst is C1COCC1. The reactants are [H-].[Na+].[F:3][C:4]1[CH:9]=[CH:8][C:7]([C:10]2[C:14]([CH2:15][OH:16])=[C:13]([CH3:17])[O:12][N:11]=2)=[CH:6][CH:5]=1.Cl[C:19]1[CH:28]=[CH:27][C:22]([C:23]([O:25][CH3:26])=[O:24])=[CH:21][N:20]=1.[Cl-].[Na+]. The product is [CH3:26][O:25][C:23](=[O:24])[C:22]1[CH:27]=[CH:28][C:19]([O:16][CH2:15][C:14]2[C:10]([C:7]3[CH:6]=[CH:5][C:4]([F:3])=[CH:9][CH:8]=3)=[N:11][O:12][C:13]=2[CH3:17])=[N:20][CH:21]=1. The yield is 0.470. (2) The reactants are [C:1]([O:5][C:6](=[O:24])[NH:7][C:8]1[CH:13]=[C:12]([CH2:14][S:15][C:16]2[CH:21]=[CH:20][C:19]([Cl:22])=[CH:18][C:17]=2[NH2:23])[CH:11]=[CH:10][N:9]=1)([CH3:4])([CH3:3])[CH3:2].[O:25]1[C:29]2[CH:30]=[CH:31][CH:32]=[CH:33][C:28]=2[CH:27]=[C:26]1[S:34](Cl)(=[O:36])=[O:35]. The catalyst is N1C=CC=CC=1. The product is [C:1]([O:5][C:6](=[O:24])[NH:7][C:8]1[CH:13]=[C:12]([CH2:14][S:15][C:16]2[CH:21]=[CH:20][C:19]([Cl:22])=[CH:18][C:17]=2[NH:23][S:34]([C:26]2[O:25][C:29]3[CH:30]=[CH:31][CH:32]=[CH:33][C:28]=3[CH:27]=2)(=[O:35])=[O:36])[CH:11]=[CH:10][N:9]=1)([CH3:4])([CH3:2])[CH3:3]. The yield is 0.560. (3) The reactants are [OH-].[Na+].[CH3:3][C:4]([S:7]([NH:10][C@H:11]1[CH2:16][CH2:15][C@H:14]([C:17]([O:19]C)=[O:18])[CH2:13][CH2:12]1)(=[O:9])=[O:8])([CH3:6])[CH3:5]. The catalyst is CO. The product is [CH3:6][C:4]([S:7]([NH:10][C@H:11]1[CH2:16][CH2:15][C@H:14]([C:17]([OH:19])=[O:18])[CH2:13][CH2:12]1)(=[O:8])=[O:9])([CH3:3])[CH3:5]. The yield is 0.872. (4) The reactants are [O:1]1[CH2:6][CH2:5][N:4]([C:7]2[CH:12]=[CH:11][C:10]([N:13]=[C:14]=S)=[CH:9][CH:8]=2)[CH2:3][CH2:2]1.C1(C([O-])=O)C=C(C)C=C(C)C=1.[NH2:27][N+:28]1[CH:33]=[CH:32][N:31]=[CH:30][C:29]=1[NH2:34].C(N(C(C)C)CC)(C)C.CCN=C=NCCCN(C)C.[ClH:55]. The catalyst is ClCCl. The product is [Cl:55][C:30]1[C:29]2[N:28]([N:27]=[C:14]([NH:13][C:10]3[CH:11]=[CH:12][C:7]([N:4]4[CH2:5][CH2:6][O:1][CH2:2][CH2:3]4)=[CH:8][CH:9]=3)[N:34]=2)[CH:33]=[CH:32][N:31]=1. The yield is 0.842.